This data is from Reaction yield outcomes from USPTO patents with 853,638 reactions. The task is: Predict the reaction yield, written as a fraction of the theoretical maximum amount of product (1.0 means a 100% yield; for example, 0.34 means a 34% yield). (1) The reactants are [CH:1]([C:3]1[CH:4]=[N:5][C:6]2[C:11]([CH:12]=1)=[CH:10][CH:9]=[C:8]([NH:13][C:14](=[O:23])[O:15][CH2:16][C:17]1[CH:22]=[CH:21][CH:20]=[CH:19][CH:18]=1)[CH:7]=2)=[O:2].C1COCC1.[BH4-].[Na+].Cl. The catalyst is O.CO. The product is [OH:2][CH2:1][C:3]1[CH:4]=[N:5][C:6]2[C:11]([CH:12]=1)=[CH:10][CH:9]=[C:8]([NH:13][C:14](=[O:23])[O:15][CH2:16][C:17]1[CH:18]=[CH:19][CH:20]=[CH:21][CH:22]=1)[CH:7]=2. The yield is 0.640. (2) The reactants are [Cl:1][C:2]1[CH:3]=[CH:4][C:5]([O:28][CH2:29][CH:30]([CH3:32])[CH3:31])=[C:6]([CH2:8][N:9]2[C:13]([CH3:14])=[CH:12][C:11]([C:15]([NH:17][C:18]3[N:23]=[CH:22][C:21]([C:24](OC)=[O:25])=[CH:20][CH:19]=3)=[O:16])=[N:10]2)[CH:7]=1.[H-].[Al+3].[Li+].[H-].[H-].[H-]. The catalyst is O1CCCC1. The product is [Cl:1][C:2]1[CH:3]=[CH:4][C:5]([O:28][CH2:29][CH:30]([CH3:32])[CH3:31])=[C:6]([CH2:8][N:9]2[C:13]([CH3:14])=[CH:12][C:11]([C:15]([NH:17][C:18]3[CH:19]=[CH:20][C:21]([CH2:24][OH:25])=[CH:22][N:23]=3)=[O:16])=[N:10]2)[CH:7]=1. The yield is 0.170. (3) The reactants are [C@H:1]1([C:8]([OH:10])=[O:9])[CH2:4][C@@H:3]([C:5]([OH:7])=[O:6])[CH2:2]1.[CH2:11](O)[C:12]1[CH:17]=[CH:16][CH:15]=[CH:14][CH:13]=1.CCN=C=NCCCN(C)C.Cl. The catalyst is CN(C1C=CN=CC=1)C.CN(C=O)C.O. The product is [CH2:11]([O:6][C:5]([C@@H:3]1[CH2:4][C@H:1]([C:8]([OH:10])=[O:9])[CH2:2]1)=[O:7])[C:12]1[CH:17]=[CH:16][CH:15]=[CH:14][CH:13]=1. The yield is 0.910. (4) The reactants are [CH2:1]([CH:3]([CH2:7][CH3:8])C(O)=O)[CH3:2].C1C=CC(P(N=[N+]=[N-])(C2C=CC=CC=2)=O)=CC=1.[NH2:26][C:27]1[C:28]([OH:38])=[C:29]([S:34]([NH2:37])(=[O:36])=[O:35])[C:30]([Cl:33])=[CH:31][CH:32]=1.C[N:40]([CH:42]=[O:43])C. No catalyst specified. The product is [Cl:33][C:30]1[C:29]([S:34]([NH2:37])(=[O:36])=[O:35])=[C:28]([OH:38])[C:27]([NH:26][C:42]([NH:40][CH:3]([CH2:1][CH3:2])[CH2:7][CH3:8])=[O:43])=[CH:32][CH:31]=1. The yield is 0.150.